This data is from Reaction yield outcomes from USPTO patents with 853,638 reactions. The task is: Predict the reaction yield, written as a fraction of the theoretical maximum amount of product (1.0 means a 100% yield; for example, 0.34 means a 34% yield). The product is [Si:1]([O:8][C@@H:9]([C:25]1[CH:30]=[CH:29][CH:28]=[CH:27][C:26]=1[C:31]1[CH:32]=[CH:33][C:34]([Cl:37])=[CH:35][CH:36]=1)[CH:10]1[CH2:15][CH2:14][N:13]([C:16]2[CH:24]=[CH:23][C:19]([C:20]([NH:65][S:62]([C:59]3[CH:60]=[CH:61][C:56]([NH:55][C@H:46]([CH2:45][CH2:44][N:41]4[CH2:40][CH2:39][O:38][CH2:43][CH2:42]4)[CH2:47][S:48][C:49]4[CH:50]=[CH:51][CH:52]=[CH:53][CH:54]=4)=[C:57]([N+:66]([O-:68])=[O:67])[CH:58]=3)(=[O:64])=[O:63])=[O:22])=[CH:18][CH:17]=2)[CH2:12][CH2:11]1)([C:4]([CH3:7])([CH3:6])[CH3:5])([CH3:3])[CH3:2]. The reactants are [Si:1]([O:8][C@@H:9]([C:25]1[CH:30]=[CH:29][CH:28]=[CH:27][C:26]=1[C:31]1[CH:36]=[CH:35][C:34]([Cl:37])=[CH:33][CH:32]=1)[CH:10]1[CH2:15][CH2:14][N:13]([C:16]2[CH:24]=[CH:23][C:19]([C:20]([OH:22])=O)=[CH:18][CH:17]=2)[CH2:12][CH2:11]1)([C:4]([CH3:7])([CH3:6])[CH3:5])([CH3:3])[CH3:2].[O:38]1[CH2:43][CH2:42][N:41]([CH2:44][CH2:45][C@@H:46]([NH:55][C:56]2[CH:61]=[CH:60][C:59]([S:62]([NH2:65])(=[O:64])=[O:63])=[CH:58][C:57]=2[N+:66]([O-:68])=[O:67])[CH2:47][S:48][C:49]2[CH:54]=[CH:53][CH:52]=[CH:51][CH:50]=2)[CH2:40][CH2:39]1. No catalyst specified. The yield is 0.750.